Dataset: Full USPTO retrosynthesis dataset with 1.9M reactions from patents (1976-2016). Task: Predict the reactants needed to synthesize the given product. (1) Given the product [Si:1]([O:8][CH2:9][CH:10]1[CH2:14][C:13]2([CH2:19][CH2:18][N:17]([C:20]([O:22][C:23]([CH3:26])([CH3:25])[CH3:24])=[O:21])[CH2:16][CH2:15]2)[C:12](=[O:27])[N:11]1[C:29]1[CH2:33][O:32][C:31](=[O:34])[CH:30]=1)([C:4]([CH3:7])([CH3:5])[CH3:6])([CH3:3])[CH3:2], predict the reactants needed to synthesize it. The reactants are: [Si:1]([O:8][CH2:9][CH:10]1[CH2:14][C:13]2([CH2:19][CH2:18][N:17]([C:20]([O:22][C:23]([CH3:26])([CH3:25])[CH3:24])=[O:21])[CH2:16][CH2:15]2)[C:12](=[O:27])[NH:11]1)([C:4]([CH3:7])([CH3:6])[CH3:5])([CH3:3])[CH3:2].Br[C:29]1[CH2:30][C:31](=[O:34])[O:32][CH:33]=1.C(=O)([O-])[O-].[Cs+].[Cs+]. (2) Given the product [CH3:16][O:17][C:18](=[O:28])[C:19]1[CH:24]=[C:23]([O:25][CH3:26])[CH:22]=[CH:21][C:20]=1[NH:14][C:13]1[N:9]([C:4]2[CH:5]=[CH:6][CH:7]=[CH:8][C:3]=2[CH2:1][CH3:2])[N:10]=[C:11]([CH3:15])[CH:12]=1, predict the reactants needed to synthesize it. The reactants are: [CH2:1]([C:3]1[CH:8]=[CH:7][CH:6]=[CH:5][C:4]=1[N:9]1[C:13]([NH2:14])=[CH:12][C:11]([CH3:15])=[N:10]1)[CH3:2].[CH3:16][O:17][C:18](=[O:28])[C:19]1[CH:24]=[C:23]([O:25][CH3:26])[CH:22]=[CH:21][C:20]=1Br.P([O-])([O-])([O-])=O.[K+].[K+].[K+]. (3) Given the product [OH:10][C:9]1[C:2]([O:1][CH3:11])=[C:3]([CH:6]=[CH:7][CH:8]=1)[CH:4]=[O:5], predict the reactants needed to synthesize it. The reactants are: [OH:1][C:2]1[C:9]([OH:10])=[CH:8][CH:7]=[CH:6][C:3]=1[CH:4]=[O:5].[C:11](=O)([O-])[O-].[K+].[K+].IC.O. (4) Given the product [CH3:1][C:2]1[C:6]([CH2:7][N:8]2[CH:12]=[C:11]([N:13]3[C:17](=[O:18])[CH2:16][N:15]([CH2:22][C:23]4[CH:24]=[C:25]([CH:28]=[CH:29][CH:30]=4)[CH:26]=[O:27])[C:14]3=[O:19])[CH:10]=[N:9]2)=[C:5]([CH3:20])[O:4][N:3]=1, predict the reactants needed to synthesize it. The reactants are: [CH3:1][C:2]1[C:6]([CH2:7][N:8]2[CH:12]=[C:11]([N:13]3[C:17](=[O:18])[CH2:16][NH:15][C:14]3=[O:19])[CH:10]=[N:9]2)=[C:5]([CH3:20])[O:4][N:3]=1.Br[CH2:22][C:23]1[CH:24]=[C:25]([CH:28]=[CH:29][CH:30]=1)[CH:26]=[O:27]. (5) Given the product [F:41][C:37]1[CH:36]=[C:35]([CH:40]=[CH:39][CH:38]=1)[CH2:34][N:30]1[C:31]2[C:27](=[CH:26][C:25]([NH:24][C:22]3[C:23]4=[C:15]([CH2:14][N:11]5[CH2:10][CH2:9][CH:8]([NH:7][CH2:2][CH2:1][S:3]([CH3:6])(=[O:5])=[O:4])[CH2:13][CH2:12]5)[CH:16]=[CH:17][N:18]4[N:19]=[CH:20][N:21]=3)=[CH:33][CH:32]=2)[CH:28]=[N:29]1, predict the reactants needed to synthesize it. The reactants are: [CH:1]([S:3]([CH3:6])(=[O:5])=[O:4])=[CH2:2].[NH2:7][CH:8]1[CH2:13][CH2:12][N:11]([CH2:14][C:15]2[CH:16]=[CH:17][N:18]3[C:23]=2[C:22]([NH:24][C:25]2[CH:26]=[C:27]4[C:31](=[CH:32][CH:33]=2)[N:30]([CH2:34][C:35]2[CH:40]=[CH:39][CH:38]=[C:37]([F:41])[CH:36]=2)[N:29]=[CH:28]4)=[N:21][CH:20]=[N:19]3)[CH2:10][CH2:9]1. (6) Given the product [CH2:80]([OH:79])[C@H:81]1[O:82][C@H:89]([O:90][C@:68]2([CH2:69][OH:78])[O:73][C@H:72]([CH2:74][OH:75])[C@@H:71]([OH:76])[C@@H:70]2[OH:77])[C@H:87]([OH:88])[C@@H:85]([OH:86])[C@@H:83]1[OH:84], predict the reactants needed to synthesize it. The reactants are: C[C@]12[C@@H]3CC[C@@]4(O[C@@H:68]5[O:73][C@H:72]([CH2:74][OH:75])[C@@H:71]([OH:76])[C@H:70]([O:77][C@@H:68]6[O:73][C@H:72]([CH2:74][OH:75])[C@@H:71]([OH:76])[C@H:70]([OH:77])[C@H:69]6[OH:78])[C@H:69]5[O:78][C@@H:68]5[O:73][C@H:72]([CH2:74][OH:75])[C@@H:71]([OH:76])[C@H:70]([OH:77])[C@H:69]5[OH:78])C(C[C@@]3(C4)CC[C@@H]1[C@@](C(O[C@@H:68]1[O:73][C@H:72]([CH2:74][OH:75])[C@@H:71]([OH:76])[C@H:70]([OH:77])[C@H:69]1[O:78][C@@H:68]1[O:73][C@H:72]([CH2:74][OH:75])[C@@H:71]([OH:76])[C@H:70]([OH:77])[C@H:69]1[OH:78])=O)(C)CCC2)=C.[OH:79][CH2:80][C:81]([C@@H:83]([C@@H:85]([C@@H:87]([CH2:89][OH:90])[OH:88])[OH:86])[OH:84])=[O:82].C(O)[C@@H]([C@@H](CO)O)O.